From a dataset of Full USPTO retrosynthesis dataset with 1.9M reactions from patents (1976-2016). Predict the reactants needed to synthesize the given product. (1) Given the product [Cl:1][C:2]1[C:7]([NH:8][C:9]2[C:18]3[C:13](=[CH:14][C:15]([O:21][CH2:22][CH:23]4[CH2:24][CH2:25][N:26]([CH2:33][C:34]#[N:35])[CH2:27][CH2:28]4)=[C:16]([O:19][CH3:20])[CH:17]=3)[N:12]=[CH:11][N:10]=2)=[C:6]2[O:29][CH2:30][O:31][C:5]2=[CH:4][CH:3]=1, predict the reactants needed to synthesize it. The reactants are: [Cl:1][C:2]1[C:7]([NH:8][C:9]2[C:18]3[C:13](=[CH:14][C:15]([O:21][CH2:22][CH:23]4[CH2:28][CH2:27][NH:26][CH2:25][CH2:24]4)=[C:16]([O:19][CH3:20])[CH:17]=3)[N:12]=[CH:11][N:10]=2)=[C:6]2[O:29][CH2:30][O:31][C:5]2=[CH:4][CH:3]=1.Cl[CH2:33][C:34]#[N:35]. (2) Given the product [C:33]([N:4]1[C:5]2[C:6](=[O:23])[NH:7][CH:8]=[CH:9][C:10]=2[C@H:11]([NH:12][C:13](=[O:22])[O:14][CH2:15][C:16]2[CH:21]=[CH:20][CH:19]=[CH:18][CH:17]=2)[C@@H:2]([CH3:1])[C@@H:3]1[CH2:24][CH2:25][CH3:26])(=[O:35])[CH3:34], predict the reactants needed to synthesize it. The reactants are: [CH3:1][C@@H:2]1[C@@H:11]([NH:12][C:13](=[O:22])[O:14][CH2:15][C:16]2[CH:21]=[CH:20][CH:19]=[CH:18][CH:17]=2)[C:10]2[CH:9]=[CH:8][NH:7][C:6](=[O:23])[C:5]=2[NH:4][C@H:3]1[CH2:24][CH2:25][CH3:26].N1C=CC=CC=1.[C:33](Cl)(=[O:35])[CH3:34]. (3) Given the product [F:1][C:2]1[CH:3]=[C:4]([F:8])[CH:5]=[CH:6][C:7]=1[C:9](=[O:15])/[CH:10]=[CH:11]/[C:12]([OH:14])=[O:13], predict the reactants needed to synthesize it. The reactants are: [F:1][C:2]1[CH:7]=[CH:6][CH:5]=[C:4]([F:8])[CH:3]=1.[C:9]1(=[O:15])[O:14][C:12](=[O:13])[CH:11]=[CH:10]1.[Cl-].[Al+3].[Cl-].[Cl-].Cl. (4) Given the product [N+:1]([C:13]1[CH:14]=[CH:15][C:10]([C@H:16]2[CH2:17][CH2:18][C@H:19]([C:22]([O:24][CH3:25])=[O:23])[CH2:20][CH2:21]2)=[CH:11][CH:12]=1)([O-:4])=[O:2], predict the reactants needed to synthesize it. The reactants are: [N+:1]([O-:4])(O)=[O:2].S(=O)(=O)(O)O.[C:10]1([C@H:16]2[CH2:21][CH2:20][C@H:19]([C:22]([O:24][CH3:25])=[O:23])[CH2:18][CH2:17]2)[CH:15]=[CH:14][CH:13]=[CH:12][CH:11]=1. (5) Given the product [NH2:1][C:2]1[N:3]=[C:4]([Cl:29])[C:5]2=[C:6]([N:8]([CH2:21][C:22]3[S:23][C:24]([CH3:28])=[C:25]([CH3:27])[N:26]=3)[C:9](=[O:20])/[C:10]/2=[CH:11]\[C:12]2[NH:16][CH:15]=[C:14]([C:17]([NH:71][CH2:70][CH2:69][N:68]([CH2:72][CH3:73])[CH2:66][CH3:67])=[O:19])[CH:13]=2)[N:7]=1, predict the reactants needed to synthesize it. The reactants are: [NH2:1][C:2]1[N:3]=[C:4]([Cl:29])[C:5]2=[C:6]([N:8]([CH2:21][C:22]3[S:23][C:24]([CH3:28])=[C:25]([CH3:27])[N:26]=3)[C:9](=[O:20])/[C:10]/2=[CH:11]\[C:12]2[NH:16][CH:15]=[C:14]([C:17]([OH:19])=O)[CH:13]=2)[N:7]=1.F[P-](F)(F)(F)(F)F.N1(O[P+](N(C)C)(N(C)C)N(C)C)C2C=CC=CC=2N=N1.CCN(C(C)C)C(C)C.[CH2:66]([N:68]([CH2:72][CH3:73])[CH2:69][CH2:70][NH2:71])[CH3:67].